From a dataset of Forward reaction prediction with 1.9M reactions from USPTO patents (1976-2016). Predict the product of the given reaction. (1) Given the reactants Br[CH2:2][C:3]1[C:12]2[C:7](=[C:8]([F:14])[C:9]([F:13])=[CH:10][CH:11]=2)[NH:6][C:5](=[O:15])[CH:4]=1.[CH:16]1([C:22]2[NH:26][C:25]3[CH:27]=[CH:28][CH:29]=[CH:30][C:24]=3[N:23]=2)[CH2:21][CH2:20][CH2:19][CH2:18][CH2:17]1, predict the reaction product. The product is: [CH:16]1([C:22]2[N:23]([CH2:2][C:3]3[C:12]4[C:7](=[C:8]([F:14])[C:9]([F:13])=[CH:10][CH:11]=4)[NH:6][C:5](=[O:15])[CH:4]=3)[C:24]3[CH:30]=[CH:29][CH:28]=[CH:27][C:25]=3[N:26]=2)[CH2:17][CH2:18][CH2:19][CH2:20][CH2:21]1. (2) Given the reactants [CH3:1][N:2]1[C:6]([N:7]([C:16]([O:18]CC(Cl)(Cl)Cl)=O)C(OCC(Cl)(Cl)Cl)=O)=[CH:5][CH:4]=[N:3]1.[C:24]1([C:30]2[N:31]=[C:32]([N:35]3[CH2:40][CH2:39][NH:38][CH2:37][CH2:36]3)[S:33][CH:34]=2)[CH:29]=[CH:28][CH:27]=[CH:26][CH:25]=1.C(N(C(C)C)CC)(C)C.CS(C)=O, predict the reaction product. The product is: [CH3:1][N:2]1[C:6]([NH:7][C:16]([N:38]2[CH2:39][CH2:40][N:35]([C:32]3[S:33][CH:34]=[C:30]([C:24]4[CH:29]=[CH:28][CH:27]=[CH:26][CH:25]=4)[N:31]=3)[CH2:36][CH2:37]2)=[O:18])=[CH:5][CH:4]=[N:3]1. (3) Given the reactants [C:1]1([C:7]2[C:8]3[C:13]([C:14]([C:44]4[CH:49]=[CH:48][CH:47]=[CH:46][CH:45]=4)=[C:15]4[C:20]=2[CH:19]=[C:18]([C:21]2[CH:43]=[CH:42][CH:41]=[CH:40][C:22]=2[NH:23][C:24]2[CH:29]=[CH:28][C:27]([CH2:30][CH2:31][CH2:32][CH2:33][CH2:34][CH2:35][CH2:36][CH2:37][CH2:38][CH3:39])=[CH:26][CH:25]=2)[CH:17]=[CH:16]4)=[CH:12][C:11]([C:50]2[CH:72]=[CH:71][CH:70]=[CH:69][C:51]=2[NH:52][C:53]2[CH:58]=[CH:57][C:56]([CH2:59][CH2:60][CH2:61][CH2:62][CH2:63][CH2:64][CH2:65][CH2:66][CH2:67][CH3:68])=[CH:55][CH:54]=2)=[CH:10][CH:9]=3)[CH:6]=[CH:5][CH:4]=[CH:3][CH:2]=1, predict the reaction product. The product is: [CH2:30]([C:27]1[CH:28]=[CH:29][C:24]([N:23]2[C:17]3[CH:16]=[C:15]4[C:14]([C:44]5[CH:45]=[CH:46][CH:47]=[CH:48][CH:49]=5)=[C:13]5[CH:12]=[C:11]6[C:10]([N:52]([C:53]7[CH:54]=[CH:55][C:56]([CH2:59][CH2:60][CH2:61][CH2:62][CH2:63][CH2:64][CH2:65][CH2:66][CH2:67][CH3:68])=[CH:57][CH:58]=7)[C:51]7[C:50]6=[CH:72][CH:71]=[CH:70][CH:69]=7)=[CH:9][C:8]5=[C:7]([C:1]5[CH:6]=[CH:5][CH:4]=[CH:3][CH:2]=5)[C:20]4=[CH:19][C:18]=3[C:21]3[C:22]2=[CH:40][CH:41]=[CH:42][CH:43]=3)=[CH:25][CH:26]=1)[CH2:31][CH2:32][CH2:33][CH2:34][CH2:35][CH2:36][CH2:37][CH2:38][CH3:39].